From a dataset of Forward reaction prediction with 1.9M reactions from USPTO patents (1976-2016). Predict the product of the given reaction. (1) Given the reactants [Br:1][C:2]1[CH:30]=[CH:29][C:28](C(F)(F)F)=[CH:27][C:3]=1[CH2:4][N:5]([CH2:12][C:13]1[CH:18]=[C:17]([C:19]([F:22])([F:21])[F:20])[CH:16]=[C:15]([C:23]([F:26])([F:25])[F:24])[CH:14]=1)[C:6]1[N:7]=[N:8][N:9]([CH3:11])[N:10]=1.BrC1C=CC=CC=1CBr, predict the reaction product. The product is: [F:25][C:23]([F:24])([F:26])[C:15]1[CH:14]=[C:13]([CH:18]=[C:17]([C:19]([F:22])([F:20])[F:21])[CH:16]=1)[CH2:12][N:5]([CH2:4][C:3]1[CH:27]=[CH:28][CH:29]=[CH:30][C:2]=1[Br:1])[C:6]1[N:7]=[N:8][N:9]([CH3:11])[N:10]=1. (2) Given the reactants Cl[C:2]1[CH:7]=[CH:6][C:5]([O:8][C:9]2[CH:14]=[CH:13][C:12]([F:15])=[C:11]([F:16])[CH:10]=2)=[CH:4][N:3]=1.[F:17][C:18]1[CH:24]=[CH:23][C:21]([NH2:22])=[CH:20][C:19]=1[O:25][CH3:26].C1(P(C2C=CC=CC=2)C2C3OC4C(=CC=CC=4P(C4C=CC=CC=4)C4C=CC=CC=4)C(C)(C)C=3C=CC=2)C=CC=CC=1.C(=O)([O-])[O-].[Cs+].[Cs+], predict the reaction product. The product is: [F:16][C:11]1[CH:10]=[C:9]([CH:14]=[CH:13][C:12]=1[F:15])[O:8][C:5]1[CH:6]=[CH:7][C:2]([NH:22][C:21]2[CH:23]=[CH:24][C:18]([F:17])=[C:19]([O:25][CH3:26])[CH:20]=2)=[N:3][CH:4]=1. (3) Given the reactants [NH2:1][CH2:2][CH:3]1[CH:7]([OH:8])[CH2:6][N:5]([C:9]([O:11][C:12]([CH3:15])([CH3:14])[CH3:13])=[O:10])[CH2:4]1.[CH2:16]([O:23][C:24](ON1C(=O)CCC1=O)=[O:25])[C:17]1[CH:22]=[CH:21][CH:20]=[CH:19][CH:18]=1, predict the reaction product. The product is: [OH:8][CH:7]1[CH:3]([CH2:2][NH:1][C:24]([O:23][CH2:16][C:17]2[CH:22]=[CH:21][CH:20]=[CH:19][CH:18]=2)=[O:25])[CH2:4][N:5]([C:9]([O:11][C:12]([CH3:15])([CH3:14])[CH3:13])=[O:10])[CH2:6]1. (4) Given the reactants [C:1]([O:7][CH2:8][C:9]([F:15])([F:14])[S:10]([O-:13])(=[O:12])=[O:11])(=[O:6])[C:2]([CH3:5])([CH3:4])[CH3:3].[Na+].[Br-].[C:18]([C:22]1[CH:27]=[CH:26][C:25]([S+:28]([C:35]2[CH:40]=[CH:39][CH:38]=[CH:37][CH:36]=2)[C:29]2[CH:34]=[CH:33][CH:32]=[CH:31][CH:30]=2)=[CH:24][CH:23]=1)([CH3:21])([CH3:20])[CH3:19], predict the reaction product. The product is: [C:1]([O:7][CH2:8][C:9]([F:15])([F:14])[S:10]([O-:13])(=[O:11])=[O:12])(=[O:6])[C:2]([CH3:5])([CH3:4])[CH3:3].[C:18]([C:22]1[CH:27]=[CH:26][C:25]([S+:28]([C:35]2[CH:40]=[CH:39][CH:38]=[CH:37][CH:36]=2)[C:29]2[CH:30]=[CH:31][CH:32]=[CH:33][CH:34]=2)=[CH:24][CH:23]=1)([CH3:21])([CH3:19])[CH3:20]. (5) Given the reactants [CH2:1]([O:4][C:5]1[C:6](/[C:19](/[CH2:24][CH3:25])=[C:20](/[F:23])\[CH2:21][OH:22])=[CH:7][C:8]2[C:9]([CH3:18])([CH3:17])[CH2:10][CH2:11][C:12]([CH3:16])([CH3:15])[C:13]=2[CH:14]=1)[CH2:2][CH3:3].C([N+](CCC)(CCC)CCC)CC.C[N+]1([O-])CCOCC1, predict the reaction product. The product is: [CH2:1]([O:4][C:5]1[C:6](/[C:19](/[CH2:24][CH3:25])=[C:20](/[F:23])\[CH:21]=[O:22])=[CH:7][C:8]2[C:9]([CH3:17])([CH3:18])[CH2:10][CH2:11][C:12]([CH3:16])([CH3:15])[C:13]=2[CH:14]=1)[CH2:2][CH3:3].